Predict which catalyst facilitates the given reaction. From a dataset of Catalyst prediction with 721,799 reactions and 888 catalyst types from USPTO. (1) Reactant: [F:1][C:2]1[CH:10]=[CH:9][C:8]2[C:4](=[CH:5][N:6]([CH3:11])[N:7]=2)[C:3]=1[C@@H:12]1[CH2:14][C@H:13]1[CH2:15][NH2:16].C(N(CC)CC)C.[C:24](O[C:24](=[O:27])[CH2:25][CH3:26])(=[O:27])[CH2:25][CH3:26]. Product: [F:1][C:2]1[CH:10]=[CH:9][C:8]2[C:4](=[CH:5][N:6]([CH3:11])[N:7]=2)[C:3]=1[C@@H:12]1[CH2:14][C@H:13]1[CH2:15][NH:16][C:24](=[O:27])[CH2:25][CH3:26]. The catalyst class is: 685. (2) Reactant: [C:1]([O-])(=O)[CH:2]=[CH2:3].[C:6](O)(=O)[CH:7]=[CH2:8].C(O)(=O)C=C.[NH2:16][C:17]([O:19][CH2:20][CH3:21])=[O:18].[CH:22]1[CH2:26]C=[CH:24][CH:23]=1. Product: [CH:2]12[CH2:3][CH:22]([CH2:23][CH2:24]1)[CH:26]=[CH:1]2.[CH:7]12[CH2:8][CH:22]([CH2:23][CH2:24]1)[CH:26]=[CH:6]2.[NH2:16][C:17]([O:19][CH2:20][CH3:21])=[O:18]. The catalyst class is: 11. (3) Reactant: Cl.Cl.[NH2:3][C@H:4]1[C:8]2([CH2:10][CH2:9]2)[CH2:7][NH:6][CH2:5]1.C(N(CC)CC)C.F[B]F.[F:21][C:22]1[CH:23]=[C:24]2[C:29](=[C:30]([O:33][CH3:34])[C:31]=1F)[N:28]([C@@H:35]1[CH2:37][C@@H:36]1[F:38])[CH:27]=[C:26]([C:39]([OH:41])=[O:40])[C:25]2=[O:42]. Product: [NH2:3][C@H:4]1[C:8]2([CH2:10][CH2:9]2)[CH2:7][N:6]([C:31]2[C:30]([O:33][CH3:34])=[C:29]3[C:24]([C:25](=[O:42])[C:26]([C:39]([OH:41])=[O:40])=[CH:27][N:28]3[C@@H:35]3[CH2:37][C@@H:36]3[F:38])=[CH:23][C:22]=2[F:21])[CH2:5]1. The catalyst class is: 16. (4) Reactant: C([Li])(CC)C.C1CCCCC1.[CH2:12]([C:14]1[CH:15]=[CH:16][C:17]([O:20][CH3:21])=[N:18][CH:19]=1)[CH3:13].[CH:22](=[O:29])[C:23]1[CH:28]=[CH:27][CH:26]=[CH:25][CH:24]=1. Product: [CH2:12]([C:14]1[CH:15]=[C:16]([CH:22]([C:23]2[CH:28]=[CH:27][CH:26]=[CH:25][CH:24]=2)[OH:29])[C:17]([O:20][CH3:21])=[N:18][CH:19]=1)[CH3:13]. The catalyst class is: 20. (5) Reactant: [CH:1]1([O:5][C:6]2[C:14]([CH3:15])=[CH:13][CH:12]=[CH:11][C:7]=2[C:8]([OH:10])=O)[CH2:4][CH2:3][CH2:2]1.[CH2:16]([O:18][C:19]([C:21]1([NH2:32])[CH2:29][C:28]2[C:23](=[CH:24][CH:25]=[C:26]([Cl:31])[C:27]=2[Cl:30])[CH2:22]1)=[O:20])[CH3:17].CN(C(ON1N=NC2C=CC=NC1=2)=[N+](C)C)C.F[P-](F)(F)(F)(F)F.CCN(C(C)C)C(C)C. Product: [CH2:16]([O:18][C:19]([C:21]1([NH:32][C:8](=[O:10])[C:7]2[CH:11]=[CH:12][CH:13]=[C:14]([CH3:15])[C:6]=2[O:5][CH:1]2[CH2:2][CH2:3][CH2:4]2)[CH2:29][C:28]2[C:23](=[CH:24][CH:25]=[C:26]([Cl:31])[C:27]=2[Cl:30])[CH2:22]1)=[O:20])[CH3:17]. The catalyst class is: 3.